This data is from Reaction yield outcomes from USPTO patents with 853,638 reactions. The task is: Predict the reaction yield, written as a fraction of the theoretical maximum amount of product (1.0 means a 100% yield; for example, 0.34 means a 34% yield). (1) The reactants are CC(C)([O-])C.[K+].[CH:7]([C:10]1[N:11]=[C:12]([C:15]([NH:17][C:18]2[C:23]([CH3:24])=[C:22]([O:25][CH3:26])[CH:21]=[CH:20][C:19]=2[C:27](=[O:29])[CH3:28])=O)[S:13][CH:14]=1)([CH3:9])[CH3:8].O.Cl. The catalyst is C(O)(C)(C)C.CCOCC. The product is [OH:29][C:27]1[C:19]2[C:18](=[C:23]([CH3:24])[C:22]([O:25][CH3:26])=[CH:21][CH:20]=2)[N:17]=[C:15]([C:12]2[S:13][CH:14]=[C:10]([CH:7]([CH3:9])[CH3:8])[N:11]=2)[CH:28]=1. The yield is 0.880. (2) The product is [Cl:34][C:31]1[CH:32]=[CH:33][C:28](/[CH:27]=[N:26]/[NH:25][C:23]([C:12]2[CH:13]=[C:14]([N:17]3[CH2:18][CH2:19][CH2:20][CH2:21][CH2:22]3)[CH:15]=[CH:16][C:11]=2[NH:10][C:8]([C:7]2[CH:6]=[C:5]([CH:41]=[CH:40][CH:39]=2)[CH2:4][N:1]2[CH:48]=[C:47]([CH:43]([OH:42])[C:44]([OH:46])=[O:45])[N:3]=[N:2]2)=[O:9])=[O:24])=[CH:29][C:30]=1[C:35]([F:38])([F:36])[F:37]. No catalyst specified. The reactants are [N:1]([CH2:4][C:5]1[CH:6]=[C:7]([CH:39]=[CH:40][CH:41]=1)[C:8]([NH:10][C:11]1[CH:16]=[CH:15][C:14]([N:17]2[CH2:22][CH2:21][CH2:20][CH2:19][CH2:18]2)=[CH:13][C:12]=1[C:23]([NH:25]/[N:26]=[CH:27]/[C:28]1[CH:33]=[CH:32][C:31]([Cl:34])=[C:30]([C:35]([F:38])([F:37])[F:36])[CH:29]=1)=[O:24])=[O:9])=[N+:2]=[N-:3].[OH:42][CH:43]([C:47]#[CH:48])[C:44]([OH:46])=[O:45]. The yield is 0.790. (3) The reactants are [Cl:1][C:2]1[CH:3]=[C:4]([CH:7]=[C:8]([O:11]C)[C:9]=1[OH:10])[CH:5]=[O:6].B(Br)(Br)Br. The catalyst is ClCCl. The product is [Cl:1][C:2]1[CH:3]=[C:4]([CH:7]=[C:8]([OH:11])[C:9]=1[OH:10])[CH:5]=[O:6]. The yield is 0.890. (4) The reactants are [Cl:1][C:2]1[C:3]([C:9]2[CH:14]=[CH:13][C:12]([F:15])=[C:11]([NH:16][CH2:17][C:18]3[CH:23]=[CH:22][CH:21]=[C:20]([F:24])[CH:19]=3)[N:10]=2)=[CH:4][C:5](F)=[N:6][CH:7]=1.[C@H:25]1([NH2:32])[CH2:30][CH2:29][C@H:28]([NH2:31])[CH2:27][CH2:26]1. The yield is 0.440. The catalyst is CS(C)=O. The product is [NH2:31][C@H:28]1[CH2:29][CH2:30][C@H:25]([NH:32][C:5]2[CH:4]=[C:3]([C:9]3[CH:14]=[CH:13][C:12]([F:15])=[C:11]([NH:16][CH2:17][C:18]4[CH:23]=[CH:22][CH:21]=[C:20]([F:24])[CH:19]=4)[N:10]=3)[C:2]([Cl:1])=[CH:7][N:6]=2)[CH2:26][CH2:27]1. (5) The reactants are [N:1]([CH2:4][C:5]1[N:6]=[CH:7][N:8]([C:10]([C:23]2[CH:28]=[CH:27][CH:26]=[CH:25][CH:24]=2)([C:17]2[CH:22]=[CH:21][CH:20]=[CH:19][CH:18]=2)[C:11]2[CH:16]=[CH:15][CH:14]=[CH:13][CH:12]=2)[CH:9]=1)=[N+:2]=[N-:3].[C:29]([C:31]1[CH:36]=[CH:35][C:34]([N:37]2[CH2:41][CH:40]([CH2:42][NH:43][C:44](=[O:46])[CH3:45])[O:39][C:38]2=[O:47])=[CH:33][C:32]=1[F:48])#[CH:30]. No catalyst specified. The product is [F:48][C:32]1[CH:33]=[C:34]([N:37]2[CH2:41][C@H:40]([CH2:42][NH:43][C:44](=[O:46])[CH3:45])[O:39][C:38]2=[O:47])[CH:35]=[CH:36][C:31]=1[C:29]1[N:3]=[N:2][N:1]([CH2:4][C:5]2[N:6]=[CH:7][N:8]([C:10]([C:11]3[CH:16]=[CH:15][CH:14]=[CH:13][CH:12]=3)([C:17]3[CH:18]=[CH:19][CH:20]=[CH:21][CH:22]=3)[C:23]3[CH:28]=[CH:27][CH:26]=[CH:25][CH:24]=3)[CH:9]=2)[CH:30]=1. The yield is 0.470.